Task: Predict the reactants needed to synthesize the given product.. Dataset: Full USPTO retrosynthesis dataset with 1.9M reactions from patents (1976-2016) (1) Given the product [C:1]([C:3]1[CH:4]=[C:5]([CH:26]=[CH:27][CH:28]=1)[CH2:6][CH:7]1[C:14]2[CH:13]=[C:12]([C:15]([O:17][CH3:18])=[O:16])[NH:11][C:10]=2[CH2:9][CH2:8]1)(=[O:32])[CH3:2], predict the reactants needed to synthesize it. The reactants are: [C:1]([C:3]1[CH:4]=[C:5]([CH:26]=[CH:27][CH:28]=1)[CH2:6][CH:7]1[C:14]2[CH:13]=[C:12]([C:15]([O:17][CH3:18])=[O:16])[N:11](C(OC(C)(C)C)=O)[C:10]=2[CH2:9][CH2:8]1)#[CH:2].FC(F)(F)C(O)=[O:32]. (2) Given the product [Br:22][C:21]1[CH:20]=[C:19]([CH3:23])[CH:18]=[C:3]2[C:2]=1[N:1]=[CH:27][N:6]([NH:7][C:8]1[CH:13]=[C:12]([Cl:14])[CH:11]=[CH:10][C:9]=1[S:15][CH2:16][CH3:17])[C:4]2=[O:5], predict the reactants needed to synthesize it. The reactants are: [NH2:1][C:2]1[C:21]([Br:22])=[CH:20][C:19]([CH3:23])=[CH:18][C:3]=1[C:4]([NH:6][NH:7][C:8]1[CH:13]=[C:12]([Cl:14])[CH:11]=[CH:10][C:9]=1[S:15][CH2:16][CH3:17])=[O:5].O.[OH-].[Na+].[CH:27](O)=O. (3) Given the product [CH3:21][O:2][C:1]([C:4]1[O:5][C:6]2[CH:12]=[CH:11][C:10]([N+:13]([O-:15])=[O:14])=[CH:9][C:7]=2[CH:8]=1)=[O:3], predict the reactants needed to synthesize it. The reactants are: [C:1]([C:4]1[O:5][C:6]2[CH:12]=[CH:11][C:10]([N+:13]([O-:15])=[O:14])=[CH:9][C:7]=2[CH:8]=1)([OH:3])=[O:2].OS(O)(=O)=O.[CH3:21]O. (4) Given the product [Cl:19][C:20]1[CH:21]=[C:22]([CH:41]=[CH:42][C:43]=1[F:44])[NH:23][C:24]1[C:33]2[C:28](=[CH:29][C:30]([O:40][CH2:8][CH2:9][CH2:10][Cl:11])=[CH:31][C:32]=2[O:34][CH:35]2[CH2:39][CH2:38][O:37][CH2:36]2)[N:27]=[CH:26][N:25]=1, predict the reactants needed to synthesize it. The reactants are: C(=O)([O-])[O-].[K+].[K+].Br[CH2:8][CH2:9][CH2:10][Cl:11].FC(F)(F)C(O)=O.[Cl:19][C:20]1[CH:21]=[C:22]([CH:41]=[CH:42][C:43]=1[F:44])[NH:23][C:24]1[C:33]2[C:28](=[CH:29][C:30]([OH:40])=[CH:31][C:32]=2[O:34][CH:35]2[CH2:39][CH2:38][O:37][CH2:36]2)[N:27]=[CH:26][N:25]=1.